From a dataset of Forward reaction prediction with 1.9M reactions from USPTO patents (1976-2016). Predict the product of the given reaction. (1) The product is: [CH2:1]([C:4]1[CH:5]=[C:6]2[C:10](=[CH:11][CH:12]=1)[NH:9][C:8](=[O:13])[C:7]2=[CH:11][C:10]1[NH:9][CH:8]=[C:7]([CH2:6][CH2:22][C:23]([OH:25])=[O:24])[C:19]=1[CH3:20])[CH3:2]. Given the reactants [C:1]([C:4]1[CH:5]=[C:6]2[C:10](=[CH:11][CH:12]=1)[NH:9][C:8](=[O:13])[CH2:7]2)(=O)[CH3:2].C([SiH]([CH2:19][CH3:20])CC)C.F[C:22](F)(F)[C:23]([OH:25])=[O:24], predict the reaction product. (2) Given the reactants Br[C:2]1[CH:7]=[CH:6][C:5]([N:8]2[CH2:12][CH2:11][CH2:10][CH2:9]2)=[CH:4][CH:3]=1.B1(B2OC(C)(C)C(C)(C)O2)OC(C)(C)C(C)(C)O1.C([O-])(=O)C.[K+].[ClH:36].[N:37]12[CH2:44][CH2:43][CH:40]([CH2:41][CH2:42]1)[C@@H:39]([NH:45][C:46]([C:48]1[S:49][C:50]3[C:56](Br)=[CH:55][CH:54]=[CH:53][C:51]=3[CH:52]=1)=[O:47])[CH2:38]2.C(=O)([O-])[O-].[Na+].[Na+], predict the reaction product. The product is: [ClH:36].[ClH:36].[N:37]12[CH2:42][CH2:41][CH:40]([CH2:43][CH2:44]1)[C@@H:39]([NH:45][C:46]([C:48]1[S:49][C:50]3[C:56]([C:2]4[CH:7]=[CH:6][C:5]([N:8]5[CH2:12][CH2:11][CH2:10][CH2:9]5)=[CH:4][CH:3]=4)=[CH:55][CH:54]=[CH:53][C:51]=3[CH:52]=1)=[O:47])[CH2:38]2. (3) Given the reactants [S:1]1[CH2:5][C:4](=O)[NH:3][C:2]1=O.O=P(Cl)(Cl)[Cl:10].C([O-])(O)=O.[Na+].[NH:18]1[CH2:23][CH2:22][O:21][CH2:20][CH2:19]1, predict the reaction product. The product is: [Cl:10][C:4]1[N:3]=[C:2]([N:18]2[CH2:23][CH2:22][O:21][CH2:20][CH2:19]2)[S:1][CH:5]=1.